Dataset: Reaction yield outcomes from USPTO patents with 853,638 reactions. Task: Predict the reaction yield, written as a fraction of the theoretical maximum amount of product (1.0 means a 100% yield; for example, 0.34 means a 34% yield). (1) The reactants are CCN(C(C)C)C(C)C.[C:10]([O:13][CH2:14][CH2:15][C:16]1[C:21]([N+:22]([O-:24])=[O:23])=[CH:20][CH:19]=[C:18]([NH2:25])[C:17]=1[F:26])(=[O:12])[CH3:11].[F:27][C:28]([F:43])([C:32]1[C:41]2[C:36](=[CH:37][CH:38]=[CH:39][CH:40]=2)[C:35]([F:42])=[CH:34][CH:33]=1)[C:29](Cl)=[O:30].FC(F)(C1C2C(=CC=CC=2)C(F)=CC=1)C(O)=O.C(Cl)(=O)C(Cl)=O. The catalyst is C(Cl)Cl. The product is [C:10]([O:13][CH2:14][CH2:15][C:16]1[C:21]([N+:22]([O-:24])=[O:23])=[CH:20][CH:19]=[C:18]([NH:25][C:29](=[O:30])[C:28]([F:43])([F:27])[C:32]2[C:41]3[C:36](=[CH:37][CH:38]=[CH:39][CH:40]=3)[C:35]([F:42])=[CH:34][CH:33]=2)[C:17]=1[F:26])(=[O:12])[CH3:11]. The yield is 0.610. (2) The reactants are [CH:1]1([CH:6]([N:10]2[CH:14]=[C:13](B3OC(C)(C)C(C)(C)O3)[CH:12]=[N:11]2)[CH2:7][C:8]#[N:9])[CH2:5][CH2:4][CH2:3][CH2:2]1.Cl[C:25]1[C:26]2[CH:33]=[CH:32][N:31]([CH2:34][O:35][CH2:36][CH2:37][Si:38]([CH3:41])([CH3:40])[CH3:39])[C:27]=2[N:28]=[CH:29][N:30]=1.O1CCOCC1.C(=O)(O)[O-].[Na+]. The catalyst is C1C=CC([P]([Pd]([P](C2C=CC=CC=2)(C2C=CC=CC=2)C2C=CC=CC=2)([P](C2C=CC=CC=2)(C2C=CC=CC=2)C2C=CC=CC=2)[P](C2C=CC=CC=2)(C2C=CC=CC=2)C2C=CC=CC=2)(C2C=CC=CC=2)C2C=CC=CC=2)=CC=1.C(OCC)(=O)C.O. The product is [CH:1]1([CH:6]([N:10]2[CH:14]=[C:13]([C:25]3[C:26]4[CH:33]=[CH:32][N:31]([CH2:34][O:35][CH2:36][CH2:37][Si:38]([CH3:41])([CH3:40])[CH3:39])[C:27]=4[N:28]=[CH:29][N:30]=3)[CH:12]=[N:11]2)[CH2:7][C:8]#[N:9])[CH2:2][CH2:3][CH2:4][CH2:5]1. The yield is 0.836.